From a dataset of Reaction yield outcomes from USPTO patents with 853,638 reactions. Predict the reaction yield, written as a fraction of the theoretical maximum amount of product (1.0 means a 100% yield; for example, 0.34 means a 34% yield). (1) The reactants are [NH2:1][C:2]1[C:11]2[C:6](=[C:7](I)[C:8]([F:12])=[CH:9][CH:10]=2)[N:5]=[N:4][C:3]=1[C:14]([NH:16][CH:17]1[CH2:19][CH2:18]1)=[O:15].[CH3:20][O:21][C:22]1[CH:27]=[C:26]([O:28][CH3:29])[CH:25]=[CH:24][C:23]=1B(O)O. No catalyst specified. The product is [NH2:1][C:2]1[C:11]2[C:6](=[C:7]([C:25]3[CH:24]=[CH:23][C:22]([O:21][CH3:20])=[CH:27][C:26]=3[O:28][CH3:29])[C:8]([F:12])=[CH:9][CH:10]=2)[N:5]=[N:4][C:3]=1[C:14]([NH:16][CH:17]1[CH2:19][CH2:18]1)=[O:15]. The yield is 0.600. (2) The reactants are [Cl:1][C:2]1[CH:3]=[C:4]2[C:8](=[C:9]([NH:11][CH:12]3[CH2:16][CH2:15][CH2:14][CH2:13]3)[CH:10]=1)[NH:7][C:6]([C:17]1[S:18][CH2:19][C@@H:20]([CH2:22][CH2:23][C:24](O)=[O:25])[N:21]=1)=[CH:5]2.[CH3:27][N:28]1[CH2:33][CH2:32][NH:31][CH2:30][CH2:29]1. No catalyst specified. The product is [Cl:1][C:2]1[CH:3]=[C:4]2[C:8](=[C:9]([NH:11][CH:12]3[CH2:16][CH2:15][CH2:14][CH2:13]3)[CH:10]=1)[NH:7][C:6]([C:17]1[S:18][CH2:19][C@@H:20]([CH2:22][CH2:23][C:24]([N:31]3[CH2:32][CH2:33][N:28]([CH3:27])[CH2:29][CH2:30]3)=[O:25])[N:21]=1)=[CH:5]2. The yield is 0.280. (3) The reactants are [CH3:1][O:2][C:3]([C:5]1([C:9]2[CH:14]=[CH:13][C:12]([NH2:15])=[CH:11][CH:10]=2)[CH2:8][CH2:7][CH2:6]1)=[O:4].Cl[C:17]1[N:22]=[C:21]([N:23]2[CH2:28][CH2:27][O:26][CH2:25][CH2:24]2)[CH:20]=[C:19]([C:29]2[CH:34]=[CH:33][C:32]([F:35])=[CH:31][CH:30]=2)[N:18]=1. The catalyst is C(O)CCC. The product is [CH3:1][O:2][C:3]([C:5]1([C:9]2[CH:10]=[CH:11][C:12]([NH:15][C:17]3[N:18]=[C:19]([C:29]4[CH:34]=[CH:33][C:32]([F:35])=[CH:31][CH:30]=4)[CH:20]=[C:21]([N:23]4[CH2:24][CH2:25][O:26][CH2:27][CH2:28]4)[N:22]=3)=[CH:13][CH:14]=2)[CH2:6][CH2:7][CH2:8]1)=[O:4]. The yield is 0.820. (4) The reactants are [NH2:1][C@@H:2]([C:13]([OH:15])=[O:14])[CH2:3][C:4]1[C:12]2[C:7](=[CH:8][CH:9]=[CH:10][CH:11]=2)[NH:6][CH:5]=1.O=S(Cl)[Cl:18].[CH3:20]O. No catalyst specified. The product is [ClH:18].[CH3:20][O:14][C:13](=[O:15])[C@@H:2]([CH2:3][C:4]1[C:12]2[C:7](=[CH:8][CH:9]=[CH:10][CH:11]=2)[NH:6][CH:5]=1)[NH2:1]. The yield is 0.924.